From a dataset of Peptide-MHC class II binding affinity with 134,281 pairs from IEDB. Regression. Given a peptide amino acid sequence and an MHC pseudo amino acid sequence, predict their binding affinity value. This is MHC class II binding data. (1) The MHC is HLA-DQA10102-DQB10501 with pseudo-sequence HLA-DQA10102-DQB10501. The peptide sequence is KTKNKTNWKQTWTFK. The binding affinity (normalized) is 0. (2) The peptide sequence is GLAFQEMENFLGPIA. The MHC is DRB3_0101 with pseudo-sequence DRB3_0101. The binding affinity (normalized) is 0.478. (3) The peptide sequence is FAPFSKDNSIRLSAG. The MHC is DRB1_0101 with pseudo-sequence DRB1_0101. The binding affinity (normalized) is 0.512. (4) The peptide sequence is GPVTILNWSFVRNDQ. The MHC is DRB1_1201 with pseudo-sequence DRB1_1201. The binding affinity (normalized) is 0.213. (5) The peptide sequence is SADEVQRMMAEIDTD. The MHC is DRB1_1201 with pseudo-sequence DRB1_1201. The binding affinity (normalized) is 0.351. (6) The peptide sequence is EGHLRFLKNIILPVY. The MHC is DRB1_0901 with pseudo-sequence DRB1_0901. The binding affinity (normalized) is 0.729. (7) The peptide sequence is EEMFKKRNLTIMDLH. The MHC is DRB1_1501 with pseudo-sequence DRB1_1501. The binding affinity (normalized) is 0.372. (8) The peptide sequence is EAMDTISVFLHSEEG. The MHC is HLA-DQA10501-DQB10303 with pseudo-sequence HLA-DQA10501-DQB10303. The binding affinity (normalized) is 0.446. (9) The peptide sequence is WPDLDLKPGAAWTVY. The MHC is DRB3_0202 with pseudo-sequence DRB3_0202. The binding affinity (normalized) is 0. (10) The peptide sequence is GSHYKITGTATGVDM. The MHC is DRB1_0401 with pseudo-sequence DRB1_0401. The binding affinity (normalized) is 0.0774.